This data is from Catalyst prediction with 721,799 reactions and 888 catalyst types from USPTO. The task is: Predict which catalyst facilitates the given reaction. (1) Reactant: [CH2:1]([C:3]1[C:11]2[C:6](=[CH:7][CH:8]=[CH:9][C:10]=2[NH:12][C:13]([C:15]2[N:19]3[CH:20]=[CH:21][CH:22]=[CH:23][C:18]3=[N:17][CH:16]=2)=[O:14])[N:5]([CH2:24][C:25]2[N:30]=[C:29]([CH2:31][N:32]3[CH2:37][CH2:36][N:35](C(OC(C)(C)C)=O)[CH2:34][CH2:33]3)[CH:28]=[CH:27][CH:26]=2)[N:4]=1)[CH3:2].[ClH:45]. Product: [ClH:45].[ClH:45].[CH2:1]([C:3]1[C:11]2[C:6](=[CH:7][CH:8]=[CH:9][C:10]=2[NH:12][C:13]([C:15]2[N:19]3[CH:20]=[CH:21][CH:22]=[CH:23][C:18]3=[N:17][CH:16]=2)=[O:14])[N:5]([CH2:24][C:25]2[CH:26]=[CH:27][CH:28]=[C:29]([CH2:31][N:32]3[CH2:33][CH2:34][NH:35][CH2:36][CH2:37]3)[N:30]=2)[N:4]=1)[CH3:2]. The catalyst class is: 13. (2) Reactant: [Si]([O:8][C:9]1[C:16]([CH2:17][CH2:18][CH3:19])=[CH:15][C:12]([CH:13]=O)=[CH:11][C:10]=1[N+:20]([O-:22])=[O:21])(C(C)(C)C)(C)C.[C:23]1([C:29](=O)[CH2:30][C:31]2[CH:36]=[CH:35][CH:34]=[CH:33][CH:32]=2)[CH:28]=[CH:27][CH:26]=[CH:25][CH:24]=1.[NH2:38][C:39]([NH2:41])=[O:40].Cl. Product: [OH:8][C:9]1[C:16]([CH2:17][CH2:18][CH3:19])=[CH:15][C:12]([CH:13]2[C:30]([C:31]3[CH:36]=[CH:35][CH:34]=[CH:33][CH:32]=3)=[C:29]([C:23]3[CH:28]=[CH:27][CH:26]=[CH:25][CH:24]=3)[NH:41][C:39](=[O:40])[NH:38]2)=[CH:11][C:10]=1[N+:20]([O-:22])=[O:21]. The catalyst class is: 8.